This data is from Peptide-MHC class II binding affinity with 134,281 pairs from IEDB. The task is: Regression. Given a peptide amino acid sequence and an MHC pseudo amino acid sequence, predict their binding affinity value. This is MHC class II binding data. (1) The peptide sequence is KPLLIIAEDVEGEY. The MHC is HLA-DPA10201-DPB10101 with pseudo-sequence HLA-DPA10201-DPB10101. The binding affinity (normalized) is 0.632. (2) The MHC is HLA-DPA10201-DPB11401 with pseudo-sequence HLA-DPA10201-DPB11401. The binding affinity (normalized) is 0.315. The peptide sequence is PPLYATGRLSQAQLMPSPPM. (3) The peptide sequence is YDKFLANVSTVLVGK. The MHC is DRB1_0405 with pseudo-sequence DRB1_0405. The binding affinity (normalized) is 0.769. (4) The peptide sequence is AGFKGEQGPKAEP. The MHC is DRB1_0401 with pseudo-sequence DRB1_0401. The binding affinity (normalized) is 0.659.